Dataset: Full USPTO retrosynthesis dataset with 1.9M reactions from patents (1976-2016). Task: Predict the reactants needed to synthesize the given product. (1) Given the product [CH2:26]([O:33][CH2:34][C:10]1([C:13]([OH:15])=[O:14])[CH2:11][CH2:12][N:7]([C:4]2[CH:5]=[CH:6][N:1]=[CH:2][CH:3]=2)[CH2:8][CH2:9]1)[C:27]1[CH:32]=[CH:31][CH:30]=[CH:29][CH:28]=1, predict the reactants needed to synthesize it. The reactants are: [N:1]1[CH:6]=[CH:5][C:4]([N:7]2[CH2:12][CH2:11][CH:10]([C:13]([O:15]CC)=[O:14])[CH2:9][CH2:8]2)=[CH:3][CH:2]=1.C([N-]C(C)C)(C)C.[Li+].[CH2:26]([O:33][CH2:34]Cl)[C:27]1[CH:32]=[CH:31][CH:30]=[CH:29][CH:28]=1.C(O)C. (2) Given the product [C:1]([O:5][C:6]([NH:7][C:8]1[N:9]=[C:10]([CH2:14][O:15][C:33](=[O:35])[CH3:34])[CH:11]=[CH:12][CH:13]=1)=[O:16])([CH3:4])([CH3:2])[CH3:3], predict the reactants needed to synthesize it. The reactants are: [C:1]([O:5][C:6](=[O:16])[NH:7][C:8]1[CH:13]=[CH:12][CH:11]=[C:10]([CH2:14][OH:15])[N:9]=1)([CH3:4])([CH3:3])[CH3:2].C(N(CC)CC)C.CN(C1C=CC=CN=1)C.[C:33](OC(=O)C)(=[O:35])[CH3:34]. (3) Given the product [FH:1].[F:8][C:5]1[CH:6]=[CH:7][C:2]([NH:9][NH2:10])=[N:3][CH:4]=1, predict the reactants needed to synthesize it. The reactants are: [F:1][C:2]1[CH:7]=[CH:6][C:5]([F:8])=[CH:4][N:3]=1.[NH2:9][NH2:10]. (4) Given the product [F:1][C:2]([F:14])([F:15])[CH2:3][NH:4][CH2:5][C:6]1[CH:13]=[CH:12][C:9]([CH2:10][NH2:11])=[CH:8][CH:7]=1, predict the reactants needed to synthesize it. The reactants are: [F:1][C:2]([F:15])([F:14])[CH2:3][NH:4][CH2:5][C:6]1[CH:13]=[CH:12][C:9]([C:10]#[N:11])=[CH:8][CH:7]=1.[BH4-].[Na+].